Dataset: Forward reaction prediction with 1.9M reactions from USPTO patents (1976-2016). Task: Predict the product of the given reaction. (1) The product is: [O:42]=[C:35]1[N:36]2[CH2:41][CH2:40][CH:43]([CH2:2][C:3]3[C:4]([C:27]4[CH:32]=[CH:31][CH:30]=[CH:29][CH:28]=4)=[N:5][C:6]4[C:11]([C:12]=3[C:13]([NH:15][N:16]([C:21]3[CH:26]=[CH:25][CH:24]=[CH:23][CH:22]=3)[C:17]([O:19][CH3:20])=[O:18])=[O:14])=[CH:10][CH:9]=[CH:8][CH:7]=4)[CH2:38][C:37]2=[N:33][NH:34]1. Given the reactants Br[CH2:2][C:3]1[C:4]([C:27]2[CH:32]=[CH:31][CH:30]=[CH:29][CH:28]=2)=[N:5][C:6]2[C:11]([C:12]=1[C:13]([NH:15][N:16]([C:21]1[CH:26]=[CH:25][CH:24]=[CH:23][CH:22]=1)[C:17]([O:19][CH3:20])=[O:18])=[O:14])=[CH:10][CH:9]=[CH:8][CH:7]=2.[N:33]1[NH:34][C:35](=[O:42])[N:36]2[CH2:41][CH2:40]N[CH2:38][C:37]=12.[CH2:43](N(CC)CC)C.C([O-])(O)=O.[Na+], predict the reaction product. (2) Given the reactants [Cl:1][C:2]1[C:3]2[C:4](=[N:29][S:30][N:31]=2)[CH:5]=[C:6]2[C:11]=1[N:10]=[C:9]([C:12]1[N:13]([C:21]3[C:26]([Cl:27])=[CH:25][CH:24]=[CH:23][N:22]=3)[N:14]=[C:15]([C:17]([F:20])([F:19])[F:18])[CH:16]=1)[O:8][C:7]2=[O:28].[CH:32]([NH2:35])([CH3:34])[CH3:33], predict the reaction product. The product is: [CH:32]([NH:35][C:7]([C:6]1[C:11]([NH:10][C:9]([C:12]2[N:13]([C:21]3[C:26]([Cl:27])=[CH:25][CH:24]=[CH:23][N:22]=3)[N:14]=[C:15]([C:17]([F:19])([F:18])[F:20])[CH:16]=2)=[O:8])=[C:2]([Cl:1])[C:3]2[C:4]([CH:5]=1)=[N:29][S:30][N:31]=2)=[O:28])([CH3:34])[CH3:33]. (3) Given the reactants CCN(C(C)C)C(C)C.CN(C(ON1N=NC2C=CC=NC1=2)=[N+](C)C)C.F[P-](F)(F)(F)(F)F.[CH3:34][N:35]1[CH2:40][CH2:39][NH:38][CH2:37][CH2:36]1.[C:41]([O:45][C:46]([N:48]([C:61]1[CH:66]=[C:65]([N:67]([CH3:90])[C:68]([N:70]([C:83]([O:85][C:86]([CH3:89])([CH3:88])[CH3:87])=[O:84])[C:71]2[C:76]([Cl:77])=[C:75]([O:78][CH3:79])[CH:74]=[C:73]([O:80][CH3:81])[C:72]=2[Cl:82])=[O:69])[N:64]=[CH:63][N:62]=1)[C:49]1[CH:57]=[CH:56][C:52]([C:53](O)=[O:54])=[CH:51][C:50]=1[N+:58]([O-:60])=[O:59])=[O:47])([CH3:44])([CH3:43])[CH3:42], predict the reaction product. The product is: [N+:58]([C:50]1[CH:51]=[C:52]([C:53]([N:38]2[CH2:39][CH2:40][N:35]([CH3:34])[CH2:36][CH2:37]2)=[O:54])[CH:56]=[CH:57][C:49]=1[N:48]([C:61]1[CH:66]=[C:65]([N:67]([CH3:90])[C:68]([N:70]([C:71]2[C:76]([Cl:77])=[C:75]([O:78][CH3:79])[CH:74]=[C:73]([O:80][CH3:81])[C:72]=2[Cl:82])[C:83]([O:85][C:86]([CH3:87])([CH3:88])[CH3:89])=[O:84])=[O:69])[N:64]=[CH:63][N:62]=1)[C:46](=[O:47])[O:45][C:41]([CH3:44])([CH3:42])[CH3:43])([O-:60])=[O:59]. (4) Given the reactants Br[C:2]1[CH:11]=[CH:10][C:9]2[C:4](=[CH:5][CH:6]=[C:7]([OH:12])[CH:8]=2)[CH:3]=1.C([Li])CCC.[B:18](OC(C)C)([O:23]C(C)C)[O:19]C(C)C.S(=O)(=O)(O)O, predict the reaction product. The product is: [OH:12][C:7]1[CH:8]=[C:9]2[C:4](=[CH:5][CH:6]=1)[CH:3]=[C:2]([B:18]([OH:23])[OH:19])[CH:11]=[CH:10]2. (5) Given the reactants [Cl:1][C:2]1[CH:7]=[CH:6][CH:5]=[CH:4][C:3]=1[CH:8]([C:25]1[CH:30]=[CH:29][CH:28]=[CH:27][C:26]=1[Cl:31])[N:9]1[CH:14]2[CH2:15][CH2:16][CH:10]1[CH2:11][C:12]([C:18]1[C:23](Br)=[CH:22][N:21]=[CH:20][N:19]=1)([OH:17])[CH2:13]2, predict the reaction product. The product is: [Cl:31][C:26]1[CH:27]=[CH:28][CH:29]=[CH:30][C:25]=1[CH:8]([C:3]1[CH:4]=[CH:5][CH:6]=[CH:7][C:2]=1[Cl:1])[N:9]1[CH:14]2[CH2:15][CH2:16][CH:10]1[CH2:11][C:12]([C:18]1[CH:23]=[CH:22][N:21]=[CH:20][N:19]=1)([OH:17])[CH2:13]2. (6) Given the reactants [CH3:1][C:2]1[N:3]=[C:4]([C:24]2[CH:29]=[CH:28][CH:27]=[CH:26][C:25]=2[O:30]CC2C=CC=CC=2)[N:5]([CH2:16][CH2:17][C:18]2[CH:23]=[CH:22][CH:21]=[CH:20][CH:19]=2)[C:6](=[O:15])[C:7]=1[C:8]1[S:12][C:11]([C:13]#[N:14])=[CH:10][CH:9]=1.Br, predict the reaction product. The product is: [OH:30][C:25]1[CH:26]=[CH:27][CH:28]=[CH:29][C:24]=1[C:4]1[N:5]([CH2:16][CH2:17][C:18]2[CH:19]=[CH:20][CH:21]=[CH:22][CH:23]=2)[C:6](=[O:15])[C:7]([C:8]2[S:12][C:11]([C:13]#[N:14])=[CH:10][CH:9]=2)=[C:2]([CH3:1])[N:3]=1.